Dataset: Reaction yield outcomes from USPTO patents with 853,638 reactions. Task: Predict the reaction yield, written as a fraction of the theoretical maximum amount of product (1.0 means a 100% yield; for example, 0.34 means a 34% yield). (1) The reactants are Br[C:2]1[CH:11]=[C:10]2[C:5]([CH:6]=[CH:7][N:8]=[C:9]2[Cl:12])=[CH:4][CH:3]=1.[Li]CCCC.[C:18](=[O:20])=[O:19].[OH-].[Na+]. The catalyst is C1COCC1.C(OCC)C. The product is [Cl:12][C:9]1[C:10]2[C:5](=[CH:4][CH:3]=[C:2]([C:18]([OH:20])=[O:19])[CH:11]=2)[CH:6]=[CH:7][N:8]=1. The yield is 0.730. (2) The reactants are N.[Li].[CH:3]#C.C([SiH2]O[C:11]([CH3:31])(C)[CH:12]1[CH2:17][CH2:16][CH:15]([CH2:18][O:19]S(C2C=CC(C)=CC=2)(=O)=O)[CH2:14][CH2:13]1)(C)(C)C. The catalyst is CS(C)=O.C1COCC1. The product is [CH2:11]([CH:12]1[CH2:13][CH2:14][CH:15]([CH2:18][OH:19])[CH2:16][CH2:17]1)[C:31]#[CH:3]. The yield is 0.930. (3) The reactants are [CH3:1][N:2]([CH3:26])[CH2:3][CH:4]([C:19]1([OH:25])[CH2:24][CH2:23][CH2:22][CH2:21][CH2:20]1)[C:5]1[CH:10]=[CH:9][C:8]([O:11]CC2C=CC=CC=2)=[CH:7][CH:6]=1. The catalyst is CO.[Pd]. The product is [CH3:26][N:2]([CH3:1])[CH2:3][CH:4]([C:19]1([OH:25])[CH2:20][CH2:21][CH2:22][CH2:23][CH2:24]1)[C:5]1[CH:10]=[CH:9][C:8]([OH:11])=[CH:7][CH:6]=1. The yield is 0.811. (4) The reactants are C(Cl)(=O)C1C=CC=CC=1.[NH4+].[N:11]#[C:12][S-:13].[CH2:14]([C:16]1[CH:17]=[C:18]([CH:20]=[CH:21][CH:22]=1)[NH2:19])[CH3:15]. The catalyst is CC(C)=O. The product is [CH2:14]([C:16]1[CH:17]=[C:18]([NH:19][C:12]([NH2:11])=[S:13])[CH:20]=[CH:21][CH:22]=1)[CH3:15]. The yield is 0.630. (5) The reactants are C(OC([N:11]1[CH2:16][CH:15]=[C:14]([C:17]2[CH:22]=[C:21]([CH2:23][NH:24][C:25]([O:27][C:28]([CH3:31])([CH3:30])[CH3:29])=[O:26])[CH:20]=[CH:19][C:18]=2[C:32]([F:35])([F:34])[F:33])[CH2:13][CH2:12]1)=O)C1C=CC=CC=1. The catalyst is C1COCC1.[Pd]. The product is [C:28]([O:27][C:25](=[O:26])[NH:24][CH2:23][C:21]1[CH:20]=[CH:19][C:18]([C:32]([F:35])([F:33])[F:34])=[C:17]([C:14]2[CH2:15][CH2:16][NH:11][CH2:12][CH:13]=2)[CH:22]=1)([CH3:31])([CH3:29])[CH3:30]. The yield is 0.990. (6) The reactants are C(SCCNCCCC1C=CC=CC=1)(C1C=CC=CC=1)C1C=CC=CC=1.[F:27][C:28]1[CH:33]=[CH:32][C:31]([CH:34]([C:49]2[CH:54]=[CH:53][C:52]([F:55])=[CH:51][CH:50]=2)[S:35][CH2:36][C:37]([NH:39][CH2:40][CH2:41][CH2:42][C:43]2[CH:48]=[CH:47][CH:46]=[CH:45][CH:44]=2)=O)=[CH:30][CH:29]=1. No catalyst specified. The product is [F:27][C:28]1[CH:29]=[CH:30][C:31]([CH:34]([C:49]2[CH:50]=[CH:51][C:52]([F:55])=[CH:53][CH:54]=2)[S:35][CH2:36][CH2:37][NH:39][CH2:40][CH2:41][CH2:42][C:43]2[CH:48]=[CH:47][CH:46]=[CH:45][CH:44]=2)=[CH:32][CH:33]=1. The yield is 0.866.